From a dataset of Reaction yield outcomes from USPTO patents with 853,638 reactions. Predict the reaction yield, written as a fraction of the theoretical maximum amount of product (1.0 means a 100% yield; for example, 0.34 means a 34% yield). The reactants are [CH3:1][O:2][C:3](=[O:29])[C:4]([NH:18]C(OCC1C=CC=CC=1)=O)=[CH:5][C:6]1[CH:7]=[C:8]2[C:12](=[C:13]([CH:15]([CH3:17])[CH3:16])[CH:14]=1)[NH:11][N:10]=[CH:9]2. The catalyst is CO.[Pd]. The product is [CH3:1][O:2][C:3](=[O:29])[CH:4]([NH2:18])[CH2:5][C:6]1[CH:7]=[C:8]2[C:12](=[C:13]([CH:15]([CH3:16])[CH3:17])[CH:14]=1)[NH:11][N:10]=[CH:9]2. The yield is 0.900.